Task: Predict the reaction yield, written as a fraction of the theoretical maximum amount of product (1.0 means a 100% yield; for example, 0.34 means a 34% yield).. Dataset: Reaction yield outcomes from USPTO patents with 853,638 reactions The reactants are [Br:1]N1C(=O)CCC1=O.[CH3:9][C:10]1[NH:14][C:13]([C:15]([O:17][CH2:18][CH3:19])=[O:16])=[C:12]([C:20]2[CH:25]=[CH:24][CH:23]=[CH:22][CH:21]=2)[CH:11]=1. The catalyst is O1CCOCC1.C(O)(=O)C. The product is [Br:1][C:11]1[C:12]([C:20]2[CH:25]=[CH:24][CH:23]=[CH:22][CH:21]=2)=[C:13]([C:15]([O:17][CH2:18][CH3:19])=[O:16])[NH:14][C:10]=1[CH3:9]. The yield is 0.840.